Dataset: Full USPTO retrosynthesis dataset with 1.9M reactions from patents (1976-2016). Task: Predict the reactants needed to synthesize the given product. Given the product [CH:1]1([NH:4][C:43]([C:41]2[CH:40]=[N:39][N:38]([S:35]([C:33]3[CH:32]=[CH:31][C:22]4[N:23]([CH2:24][CH:25]5[CH2:30][CH2:29][O:28][CH2:27][CH2:26]5)[C:19]([C:15]([CH3:14])([CH3:18])[CH2:16][CH3:17])=[N:20][C:21]=4[CH:34]=3)(=[O:37])=[O:36])[CH:42]=2)=[O:44])[CH2:3][CH2:2]1, predict the reactants needed to synthesize it. The reactants are: [CH:1]1([NH2:4])[CH2:3][CH2:2]1.CCN(C(C)C)C(C)C.[CH3:14][C:15]([C:19]1[N:23]([CH2:24][CH:25]2[CH2:30][CH2:29][O:28][CH2:27][CH2:26]2)[C:22]2[CH:31]=[CH:32][C:33]([S:35]([N:38]3[CH:42]=[C:41]([C:43](O)=[O:44])[CH:40]=[N:39]3)(=[O:37])=[O:36])=[CH:34][C:21]=2[N:20]=1)([CH3:18])[CH2:16][CH3:17].CN(C(ON1N=NC2C=CC=NC1=2)=[N+](C)C)C.F[P-](F)(F)(F)(F)F.